From a dataset of Forward reaction prediction with 1.9M reactions from USPTO patents (1976-2016). Predict the product of the given reaction. Given the reactants C([O-])([O-])=O.[Cs+].[Cs+].Br[C:8]1[CH:9]=[CH:10][C:11]([C:14]2[CH:19]=[CH:18][C:17]([Cl:20])=[CH:16][CH:15]=2)=[N:12][CH:13]=1.[C:21]([C:23]1[CH:36]=[CH:35][C:26]([O:27][CH2:28][CH2:29][N:30]2[CH2:34][CH2:33][CH2:32][CH2:31]2)=[CH:25][CH:24]=1)#[CH:22], predict the reaction product. The product is: [Cl:20][C:17]1[CH:18]=[CH:19][C:14]([C:11]2[CH:10]=[CH:9][C:8]([C:22]#[C:21][C:23]3[CH:24]=[CH:25][C:26]([O:27][CH2:28][CH2:29][N:30]4[CH2:34][CH2:33][CH2:32][CH2:31]4)=[CH:35][CH:36]=3)=[CH:13][N:12]=2)=[CH:15][CH:16]=1.